From a dataset of M1 muscarinic receptor agonist screen with 61,833 compounds. Binary Classification. Given a drug SMILES string, predict its activity (active/inactive) in a high-throughput screening assay against a specified biological target. (1) The molecule is s1c(CC(OCC)=O)cnc1NC(=O)Cn1nc(nn1)c1ccc(OCCCC)cc1. The result is 0 (inactive). (2) The molecule is OCC(NCc1c(OCC(=O)Nc2ccccc2)cccc1)(C)C. The result is 0 (inactive). (3) The drug is s1c(nnc1NC(=O)Cc1sccc1)CCc1ccccc1. The result is 0 (inactive). (4) The compound is s1c(N2CCC(CC2)C)nnc1NC(=O)Nc1cc(OC)c(OC)cc1. The result is 0 (inactive).